Dataset: Experimentally validated miRNA-target interactions with 360,000+ pairs, plus equal number of negative samples. Task: Binary Classification. Given a miRNA mature sequence and a target amino acid sequence, predict their likelihood of interaction. The miRNA is hsa-miR-4693-3p with sequence UGAGAGUGGAAUUCACAGUAUUU. The protein sequence of the target gene is MERRAGSRLRAWMLLLLLCPVQGRQKDSGSKWKVFLDQINRALENYEPCSSQNCSCYHGVIEEDLTPFRGGISRKMMAEVVRRKLGTHYQIIKNRLFREDDCMFPSRCSGVEHFILEVIHRLPDMEMVINVRDYPQVPKWMEPTIPVFSFSKTSEYHDIMYPAWTFWEGGPAVWPLYPTGLGRWDLFREDLLRSAAQWPWEKKNSTAYFRGSRTSPERDPLILLSRKNPKLVDAEYTKNQAWKSMKDTLGKPAAKDVHLIDHCKYRYLFNFRGVAASFRFKHLFLCGSLVFHVGDEWVEF.... Result: 0 (no interaction).